From a dataset of Full USPTO retrosynthesis dataset with 1.9M reactions from patents (1976-2016). Predict the reactants needed to synthesize the given product. Given the product [CH3:1][O:2][C:3]1[CH:4]=[C:5]2[C:10](=[CH:11][C:12]=1[O:13][CH3:14])[N:9]=[CH:8][N:7]=[C:6]2[O:15][C:16]1[CH:17]=[C:18]([NH:19][C:34]([NH:33][C:30]2[CH:29]=[C:28]([C:25]([CH3:27])([CH3:26])[CH2:24][OH:23])[O:32][N:31]=2)=[O:35])[CH:20]=[CH:21][CH:22]=1, predict the reactants needed to synthesize it. The reactants are: [CH3:1][O:2][C:3]1[CH:4]=[C:5]2[C:10](=[CH:11][C:12]=1[O:13][CH3:14])[N:9]=[CH:8][N:7]=[C:6]2[O:15][C:16]1[CH:17]=[C:18]([CH:20]=[CH:21][CH:22]=1)[NH2:19].[OH:23][CH2:24][C:25]([C:28]1[O:32][N:31]=[C:30]([NH:33][C:34](=O)[O:35]C2C=CC=CC=2)[CH:29]=1)([CH3:27])[CH3:26].COC1C=C2C(=CC=1OC)N=CN=C2OC1C=C(NC(NC2ON=C(C(C)C)C=2)=O)C=CC=1.